From a dataset of Forward reaction prediction with 1.9M reactions from USPTO patents (1976-2016). Predict the product of the given reaction. (1) Given the reactants [Cl:1]C(Cl)C.S(Cl)(Cl)=O.[CH3:9][C:10]1[CH:26]=[CH:25][C:24]([CH3:27])=[CH:23][C:11]=1[O:12][CH2:13][C:14]1[CH:22]=[CH:21][CH:20]=[CH:19][C:15]=1[C:16](O)=[O:17], predict the reaction product. The product is: [CH3:9][C:10]1[CH:26]=[CH:25][C:24]([CH3:27])=[CH:23][C:11]=1[O:12][CH2:13][C:14]1[CH:22]=[CH:21][CH:20]=[CH:19][C:15]=1[C:16]([Cl:1])=[O:17]. (2) Given the reactants [Cl:1][C:2]1[CH:10]=[N:9][CH:8]=[C:7]([Cl:11])[C:3]=1[C:4](O)=[O:5].S(Cl)([Cl:14])=O, predict the reaction product. The product is: [Cl:1][C:2]1[CH:10]=[N:9][CH:8]=[C:7]([Cl:11])[C:3]=1[C:4]([Cl:14])=[O:5].